Dataset: Catalyst prediction with 721,799 reactions and 888 catalyst types from USPTO. Task: Predict which catalyst facilitates the given reaction. (1) Reactant: [C:1]1([NH2:8])[CH:6]=[CH:5][CH:4]=[CH:3][C:2]=1[NH2:7].[C:9](OCC)(=[O:17])/[CH:10]=[CH:11]\[C:12]([O:14][CH2:15]C)=[O:13]. Product: [O:17]=[C:9]1[NH:8][C:1]2[C:2](=[CH:3][CH:4]=[CH:5][CH:6]=2)[NH:7][CH:10]1[CH2:11][C:12]([O:14][CH3:15])=[O:13]. The catalyst class is: 259. (2) Reactant: [Cl:1][C:2]1[CH:10]=[CH:9][CH:8]=[C:7]2[C:3]=1[C:4]([C:17]([OH:19])=O)=[CH:5][N:6]2[CH2:11][CH2:12][O:13][CH:14]([F:16])[F:15].[F:20][C:21]1([F:29])[CH2:26][CH2:25][CH:24]([CH2:27][NH2:28])[CH2:23][CH2:22]1.C1C=CC2N(O)N=NC=2C=1.CCN=C=NCCCN(C)C.C(N(CC)CC)C. Product: [Cl:1][C:2]1[CH:10]=[CH:9][CH:8]=[C:7]2[C:3]=1[C:4]([C:17]([NH:28][CH2:27][CH:24]1[CH2:25][CH2:26][C:21]([F:29])([F:20])[CH2:22][CH2:23]1)=[O:19])=[CH:5][N:6]2[CH2:11][CH2:12][O:13][CH:14]([F:15])[F:16]. The catalyst class is: 2. (3) Reactant: Br[C:2]1[CH:11]=[N:10][CH:9]=[C:8]2[C:3]=1[CH:4]=[C:5]([C:12]([NH2:14])=[O:13])[CH:6]=[N:7]2.[Cl:15][C:16]1[CH:21]=[CH:20][C:19](B(O)O)=[C:18]([F:25])[CH:17]=1.C(=O)([O-])[O-].[Cs+].[Cs+]. Product: [Cl:15][C:16]1[CH:21]=[CH:20][C:19]([C:2]2[CH:11]=[N:10][CH:9]=[C:8]3[C:3]=2[CH:4]=[C:5]([C:12]([NH2:14])=[O:13])[CH:6]=[N:7]3)=[C:18]([F:25])[CH:17]=1. The catalyst class is: 688. (4) Reactant: C(N(CC)CC)C.[F:8][C:9]([F:25])([F:24])[C:10]1[CH:11]=[C:12]([CH:20]([NH:22][CH3:23])[CH3:21])[CH:13]=[C:14]([C:16]([F:19])([F:18])[F:17])[CH:15]=1.ClC(Cl)(O[C:30](=[O:36])OC(Cl)(Cl)Cl)Cl.[C:38]([O:42][C:43](=[O:57])[NH:44][C@@:45]12[CH2:50][CH:49]1[CH2:48][NH:47][C@H:46]2[C:51]1[CH:56]=[CH:55][CH:54]=[CH:53][CH:52]=1)([CH3:41])([CH3:40])[CH3:39].C(N(C(C)C)CC)(C)C. The catalyst class is: 643. Product: [C:38]([O:42][C:43](=[O:57])[NH:44][C@@:45]12[CH2:50][CH:49]1[CH2:48][N:47]([C:30](=[O:36])[N:22]([C@H:20]([C:12]1[CH:13]=[C:14]([C:16]([F:17])([F:18])[F:19])[CH:15]=[C:10]([C:9]([F:8])([F:24])[F:25])[CH:11]=1)[CH3:21])[CH3:23])[C@H:46]2[C:51]1[CH:52]=[CH:53][CH:54]=[CH:55][CH:56]=1)([CH3:41])([CH3:39])[CH3:40]. (5) Reactant: [Br:1][C:2]1[C:10]2[S:9][C:8]([CH:11]=O)=[CH:7][C:6]=2[CH:5]=[CH:4][CH:3]=1.II.[NH3:15]. Product: [Br:1][C:2]1[C:10]2[S:9][C:8]([C:11]#[N:15])=[CH:7][C:6]=2[CH:5]=[CH:4][CH:3]=1. The catalyst class is: 7. (6) Reactant: CC1C=CC(S(OCC2CC3C(C4C=CC=CC=4C)=CC=CC=3O2)(=O)=O)=CC=1.[N-]=[N+]=[N-].[Na+].[N:33]([CH2:36][CH:37]1[CH2:41][C:40]2[C:42]([C:46]3[CH:51]=[CH:50][CH:49]=[CH:48][C:47]=3[CH3:52])=[CH:43][CH:44]=[CH:45][C:39]=2[O:38]1)=[N+]=[N-].[N-]=[N+]=[N-]. Product: [CH3:52][C:47]1[CH:48]=[CH:49][CH:50]=[CH:51][C:46]=1[C:42]1[C:40]2[CH2:41][CH:37]([CH2:36][NH2:33])[O:38][C:39]=2[CH:45]=[CH:44][CH:43]=1. The catalyst class is: 45.